Dataset: Reaction yield outcomes from USPTO patents with 853,638 reactions. Task: Predict the reaction yield, written as a fraction of the theoretical maximum amount of product (1.0 means a 100% yield; for example, 0.34 means a 34% yield). (1) The reactants are C(OC(=O)[NH:7][CH:8]1[CH:13]2[CH:9]1[CH2:10][N:11]([C:14](=[O:22])[C:15]1[CH:20]=[CH:19][C:18](I)=[CH:17][CH:16]=1)[CH2:12]2)(C)(C)C.[Cl:24][C:25]1[C:30]([F:31])=[CH:29][CH:28]=[C:27]([Cl:32])[C:26]=1[CH:33]([O:35][C:36]1[C:37]([NH2:51])=[N:38][CH:39]=[C:40](B2OC(C)(C)C(C)(C)O2)[CH:41]=1)[CH3:34].C(Cl)Cl.C([O-])([O-])=O.[Cs+].[Cs+].Cl.O1CCOCC1. The catalyst is COCCOC.C(OCC)(=O)C.C1C=CC(P(C2C=CC=CC=2)[C-]2C=CC=C2)=CC=1.C1C=CC(P(C2C=CC=CC=2)[C-]2C=CC=C2)=CC=1.Cl[Pd]Cl.[Fe+2]. The product is [NH2:7][CH:8]1[CH:9]2[CH:13]1[CH2:12][N:11]([C:14]([C:15]1[CH:16]=[CH:17][C:18]([C:40]3[CH:39]=[N:38][C:37]([NH2:51])=[C:36]([O:35][CH:33]([C:26]4[C:27]([Cl:32])=[CH:28][CH:29]=[C:30]([F:31])[C:25]=4[Cl:24])[CH3:34])[CH:41]=3)=[CH:19][CH:20]=1)=[O:22])[CH2:10]2. The yield is 0.260. (2) The reactants are [CH2:1]([C@H:8]([C:31](N1[C@@H](C(C)C)COC1=O)=[O:32])[C@@H:9]([CH:11]1[CH2:15][C@@H:14]([O:16][CH2:17][C:18]2[CH:23]=[CH:22][CH:21]=[CH:20][CH:19]=2)[CH2:13][N:12]1[C:24]([O:26][C:27]([CH3:30])([CH3:29])[CH3:28])=[O:25])[OH:10])[C:2]1[CH:7]=[CH:6][CH:5]=[CH:4][CH:3]=1.[OH:42]O.O[Li].O. The catalyst is C1COCC1.O.O. The product is [CH2:1]([C@@H:8]([C@@H:9]([CH:11]1[CH2:15][C@@H:14]([O:16][CH2:17][C:18]2[CH:23]=[CH:22][CH:21]=[CH:20][CH:19]=2)[CH2:13][N:12]1[C:24]([O:26][C:27]([CH3:29])([CH3:28])[CH3:30])=[O:25])[OH:10])[C:31]([OH:42])=[O:32])[C:2]1[CH:3]=[CH:4][CH:5]=[CH:6][CH:7]=1. The yield is 0.670. (3) The catalyst is O1CCCC1.C(=O)([O-])O.[Na+].O.CS(C)=O.N1C=CC=CC=1. The product is [Cl:5][C:6]1[C:14]2[N:13]=[C:12]3[N:15]([C:19]4[CH:24]=[CH:23][C:22]([Cl:25])=[CH:21][C:20]=4[Cl:26])[CH2:16][CH2:17][CH2:18][N:11]3[C:10]=2[C:9]([CH2:27][C:29]#[N:30])=[CH:8][CH:7]=1. The reactants are S(Cl)(Cl)=O.[Cl:5][C:6]1[C:14]2[N:13]=[C:12]3[N:15]([C:19]4[CH:24]=[CH:23][C:22]([Cl:25])=[CH:21][C:20]=4[Cl:26])[CH2:16][CH2:17][CH2:18][N:11]3[C:10]=2[C:9]([CH2:27]O)=[CH:8][CH:7]=1.[C-:29]#[N:30].[Na+].C(Cl)C1C=CC=CC=1. The yield is 0.960. (4) The reactants are [OH-].[Na+].[N+:3]([C:6]1[CH:7]=[C:8]([OH:13])[C:9]([OH:12])=[CH:10][CH:11]=1)([O-:5])=[O:4].I[CH:15]([CH3:17])[CH3:16]. The catalyst is CS(C)=O. The product is [CH:15]([O:12][C:9]1[CH:10]=[CH:11][C:6]([N+:3]([O-:5])=[O:4])=[CH:7][C:8]=1[OH:13])([CH3:17])[CH3:16]. The yield is 0.510. (5) The reactants are [CH3:1][O:2][C:3]1[CH:4]=[C:5]([CH2:19][C:20]([OH:22])=O)[CH:6]=[CH:7][C:8]=1[NH:9][C:10]([NH:12][C:13]1[CH:18]=[CH:17][CH:16]=[CH:15][CH:14]=1)=[O:11].[CH2:23]([O:25][C:26]([C:28]1[CH:33]=[CH:32][C:31]([C:34]#[C:35][CH:36]2[CH2:40][CH2:39][CH2:38][NH:37]2)=[CH:30][CH:29]=1)=[O:27])[CH3:24].C(Cl)CCl.C1C=CC2N(O)N=NC=2C=1.Cl. The catalyst is CN(C1C=CN=CC=1)C.CN(C=O)C. The product is [CH3:1][O:2][C:3]1[CH:4]=[C:5]([CH2:19][C:20]([N:37]2[CH2:38][CH2:39][CH2:40][CH:36]2[C:35]#[C:34][C:31]2[CH:32]=[CH:33][C:28]([C:26]([O:25][CH2:23][CH3:24])=[O:27])=[CH:29][CH:30]=2)=[O:22])[CH:6]=[CH:7][C:8]=1[NH:9][C:10]([NH:12][C:13]1[CH:14]=[CH:15][CH:16]=[CH:17][CH:18]=1)=[O:11]. The yield is 0.610. (6) The reactants are [C:1]([O:7][C:8]([CH3:11])([CH3:10])[CH3:9])(=[O:6])[CH2:2][C:3]([CH3:5])=O.[NH3:12]. The catalyst is CO. The product is [NH2:12]/[C:3](/[CH3:5])=[CH:2]\[C:1]([O:7][C:8]([CH3:11])([CH3:10])[CH3:9])=[O:6]. The yield is 0.990. (7) The reactants are [C:1]([C:3]1[CH:4]=[C:5]([CH2:10][C:11]([O:13][C:14]([CH3:17])([CH3:16])[CH3:15])=[O:12])[CH:6]=[CH:7][C:8]=1F)#[N:2].[Cl:18][C:19]1[CH:38]=[CH:37][C:22]([CH2:23][CH2:24][NH:25][C:26]([C:28]2[CH:29]=[C:30]3[C:34](=[CH:35][CH:36]=2)[NH:33][CH:32]=[CH:31]3)=[O:27])=[CH:21][CH:20]=1.C([O-])([O-])=O.[K+].[K+]. The catalyst is CS(C)=O.C(OCC)(=O)C. The product is [Cl:18][C:19]1[CH:38]=[CH:37][C:22]([CH2:23][CH2:24][NH:25][C:26]([C:28]2[CH:29]=[C:30]3[C:34](=[CH:35][CH:36]=2)[N:33]([C:8]2[CH:7]=[CH:6][C:5]([CH2:10][C:11]([O:13][C:14]([CH3:17])([CH3:16])[CH3:15])=[O:12])=[CH:4][C:3]=2[C:1]#[N:2])[CH:32]=[CH:31]3)=[O:27])=[CH:21][CH:20]=1. The yield is 0.488.